Dataset: Cav3 T-type calcium channel HTS with 100,875 compounds. Task: Binary Classification. Given a drug SMILES string, predict its activity (active/inactive) in a high-throughput screening assay against a specified biological target. (1) The molecule is FC(F)(C(N1CCCCC1)NC(=O)C)C(F)(F)C(F)(F)C(F)F. The result is 0 (inactive). (2) The molecule is O=C(Nc1cc2OCCOc2cc1)C1CCN(CC1)C(=O)c1ccccc1. The result is 0 (inactive). (3) The drug is s1c(NC(=O)c2oc(cc2)C)nc(CC(OCC)=O)c1. The result is 0 (inactive). (4) The drug is S(c1n(c2c(cc(cc2)C)C)ccn1)CC(O)=O. The result is 0 (inactive). (5) The result is 0 (inactive). The drug is O(C1CCCCC1)C(=O)C(N)CC(OC1CCCCC1)=O. (6) The molecule is Clc1ccc(S(=O)(=O)C2(CC2)C(=O)NCCN2CCCC2)cc1. The result is 0 (inactive).